This data is from Forward reaction prediction with 1.9M reactions from USPTO patents (1976-2016). The task is: Predict the product of the given reaction. (1) Given the reactants [CH:1]1([O:7][C:8]2[CH:13]=[CH:12][C:11]([CH2:14][C:15]([OH:17])=O)=[CH:10][CH:9]=2)[CH2:6][CH2:5][CH2:4][CH2:3][CH2:2]1.C(Cl)(=O)C(Cl)=O.Cl.[CH3:25][NH:26][O:27][CH3:28].CN1CCOCC1, predict the reaction product. The product is: [CH:1]1([O:7][C:8]2[CH:9]=[CH:10][C:11]([CH2:14][C:15]([N:26]([O:27][CH3:28])[CH3:25])=[O:17])=[CH:12][CH:13]=2)[CH2:2][CH2:3][CH2:4][CH2:5][CH2:6]1. (2) Given the reactants [Cl:1][C:2]1[C:6]([NH2:7])=[CH:5][NH:4][N:3]=1.Cl.O1CCCC1.C(=O)(O)[O-].[Na+].[Cl:19][CH2:20][CH2:21][C:22](Cl)=[O:23], predict the reaction product. The product is: [Cl:19][CH2:20][CH2:21][C:22]([NH:7][C:6]1[C:2]([Cl:1])=[N:3][NH:4][CH:5]=1)=[O:23]. (3) Given the reactants [C:1]([C:5]1[CH:6]=[C:7]([N:15]2[C:19]([CH:20]([CH:22]3[CH2:27][CH2:26][CH2:25][CH2:24][CH2:23]3)[OH:21])=[C:18]([CH3:28])[C:17]([C:29]([O:31][CH2:32][CH3:33])=[O:30])=[CH:16]2)[CH:8]=[C:9]([C:11]2([CH3:14])[CH2:13][CH2:12]2)[CH:10]=1)([CH3:4])([CH3:3])[CH3:2].[H-].[Na+].[CH3:36]I, predict the reaction product. The product is: [C:1]([C:5]1[CH:6]=[C:7]([N:15]2[C:19]([CH:20]([CH:22]3[CH2:23][CH2:24][CH2:25][CH2:26][CH2:27]3)[O:21][CH3:36])=[C:18]([CH3:28])[C:17]([C:29]([O:31][CH2:32][CH3:33])=[O:30])=[CH:16]2)[CH:8]=[C:9]([C:11]2([CH3:14])[CH2:13][CH2:12]2)[CH:10]=1)([CH3:2])([CH3:3])[CH3:4]. (4) Given the reactants Cl.[Cl:2][C:3]1[N:4]=[C:5]([C:10]([NH:12][C@H:13]2[CH2:18][CH2:17][NH:16][CH2:15][C@H:14]2[O:19][CH2:20][CH3:21])=[O:11])[NH:6][C:7]=1[CH2:8][CH3:9].[S:22]1[CH:26]=[C:25]([C:27](O)=[O:28])[N:24]=[CH:23]1, predict the reaction product. The product is: [Cl:2][C:3]1[N:4]=[C:5]([C:10]([NH:12][C@H:13]2[CH2:18][CH2:17][N:16]([C:27]([C:25]3[N:24]=[CH:23][S:22][CH:26]=3)=[O:28])[CH2:15][C@H:14]2[O:19][CH2:20][CH3:21])=[O:11])[NH:6][C:7]=1[CH2:8][CH3:9]. (5) Given the reactants [F:1][C:2]([F:12])([F:11])[S:3][C:4]1[CH:9]=[CH:8][C:7]([OH:10])=[CH:6][CH:5]=1.OO.[OH-:15].[Na+].C(O)(=[O:19])C, predict the reaction product. The product is: [F:12][C:2]([F:11])([F:1])[S:3]([C:4]1[CH:5]=[CH:6][C:7]([OH:10])=[CH:8][CH:9]=1)(=[O:19])=[O:15].